Dataset: Peptide-MHC class II binding affinity with 134,281 pairs from IEDB. Task: Regression. Given a peptide amino acid sequence and an MHC pseudo amino acid sequence, predict their binding affinity value. This is MHC class II binding data. (1) The peptide sequence is VCGMFTNRSGSQQ. The MHC is DRB5_0101 with pseudo-sequence DRB5_0101. The binding affinity (normalized) is 0. (2) The peptide sequence is EVKYFAATQFEPLAA. The MHC is HLA-DPA10103-DPB10601 with pseudo-sequence HLA-DPA10103-DPB10601. The binding affinity (normalized) is 1.00.